This data is from Human Reference Interactome with 51,813 positive PPI pairs across 8,248 proteins, plus equal number of experimentally-validated negative pairs. The task is: Binary Classification. Given two protein amino acid sequences, predict whether they physically interact or not. (1) Protein 1 (ENSG00000075568) has sequence MGKRAGGGATGATTAAVSTSAGAGLEPAAARSGGPRSAAAGLLGALHLVMTLVVAAARAEKEAFVQSESIIEVLRFDDGGLLQTETTLGLSSYQQKSISLYRGNCRPIRFEPPMLDFHEQPVGMPKMEKVYLHNPSSEETITLVSISATTSHFHASFFQNRKILPGGNTSFDVVFLARVVGNVENTLFINTSNHGVFTYQVFGVGVPNPYRLRPFLGARVPVNSSFSPIINIHNPHSEPLQVVEMYSSGGDLHLELPTGQQGGTRKLWEIPPYETKGVMRASFSSREADNHTAFIRIKTN.... Protein 2 (ENSG00000169885) has sequence MGLQQEISLQPWCHHPAESCQTTTDMTERLSAEQIKEYKGVFEMFDEEGNGEVKTGELEWLMSLLGINPTKSELASMAKDVDRDNKGFFNCDGFLALMGVYHEKAQNQESELRAAFRVFDKEGKGYIDWNTLKYVLMNAGEPLNEVEAEQMMKEADKDGDRTIDYEEFVAMMTGESFKLIQ*MGLQQEISLTERLSAEQIKEYKGVFEMFDEEGNGEVKTGELEWLMSLLGINPTKSELASMAKDVDRDNKGFFNCDGFLALMGVYHEKAQNQESELRAAFRVFDKEGKGYIDWNTLKYV.... Result: 0 (the proteins do not interact). (2) Protein 1 (ENSG00000115592) has sequence MEPGLEHALRRTPSWSSLGGSEHQEMSFLEQENSSSWPSPAVTSSSERIRGKRRAKALRWTRQKSVEEGEPPGQGEGPRSRPAAESTGLEATFPKTTPLAQADPAGVGTPPTGWDCLPSDCTASAAGSSTDDVELATEFPATEAWECELEGLLEERPALCLSPQAPFPKLGWDDELRKPGAQIYMRFMQEHTCYDAMATSSKLVIFDTMLEIKKAFFALVANGVRAAPLWDSKKQSFVGMLTITDFILVLHRYYRSPLVQIYEIEQHKIETWREIYLQGCFKPLVSISPNDSLFEAVYTL.... Protein 2 (ENSG00000166192) has sequence MDPVVLSYMDSLLRQSDVSLLDPPSWLNDHIIGFAFEYFANSQFHDCSDHVSFISPEVTQFIKCTSNPAEIAMFLEPLDLPNKRVVFLAINDNSNQAAGGTHWSLLVYLQDKNSFFHYDSHSRSNSVHAKQVAEKLEAFLGRKGDKLAFVEEKAPAQQNSYDCGMYVICNTEALCQNFFRQQTESLLQLLTPAYITKKRGEWKDLITTLAKK*MDPVVLSYMDSLLRQSDVSLLDPPSWLNDHIIGFAFEYFANSQFHDCSDHVSFISPEVTQFIKCTSNPAEIAMMDPVVLSYMDSLLR.... Result: 0 (the proteins do not interact).